Dataset: Peptide-MHC class II binding affinity with 134,281 pairs from IEDB. Task: Regression. Given a peptide amino acid sequence and an MHC pseudo amino acid sequence, predict their binding affinity value. This is MHC class II binding data. (1) The peptide sequence is LCHLITKETPDRLTD. The MHC is DRB1_0401 with pseudo-sequence DRB1_0401. The binding affinity (normalized) is 0.0340. (2) The peptide sequence is VAMTKGEGGVWTFDS. The MHC is DRB1_0301 with pseudo-sequence DRB1_0301. The binding affinity (normalized) is 0.116.